Predict the reaction yield, written as a fraction of the theoretical maximum amount of product (1.0 means a 100% yield; for example, 0.34 means a 34% yield). From a dataset of Reaction yield outcomes from USPTO patents with 853,638 reactions. (1) The reactants are C([O:8][C:9]1[CH:19]=[CH:18][C:12]([C:13]([N:15]([CH3:17])[CH3:16])=[O:14])=[CH:11][C:10]=1[C:20]([NH:22][C:23]1[CH:28]=[C:27]([C:29]([F:32])([F:31])[F:30])[CH:26]=[C:25]([C:33]([F:36])([F:35])[F:34])[CH:24]=1)=[O:21])C1C=CC=CC=1.C(O)C. The yield is 0.912. The catalyst is [Pd].C(OCC)(=O)C. The product is [F:30][C:29]([F:31])([F:32])[C:27]1[CH:28]=[C:23]([NH:22][C:20](=[O:21])[C:10]2[CH:11]=[C:12]([CH:18]=[CH:19][C:9]=2[OH:8])[C:13]([N:15]([CH3:17])[CH3:16])=[O:14])[CH:24]=[C:25]([C:33]([F:35])([F:34])[F:36])[CH:26]=1. (2) The reactants are [CH2:1]([C:5]1[N:10]2[N:11]=[CH:12][CH:13]=[C:9]2[N:8]([C@H:14]2[CH2:19][CH2:18][C@H:17]([O:20][CH2:21][C:22](N(OC)C)=[O:23])[CH2:16][CH2:15]2)[C:7](=[O:28])[C:6]=1[CH2:29][C:30]1[CH:35]=[CH:34][C:33]([C:36]2[CH:41]=[CH:40][CH:39]=[CH:38][C:37]=2[C:42]#[N:43])=[CH:32][CH:31]=1)[CH2:2][CH2:3][CH3:4].[CH3:44][Mg]Br.C(OCC)(=O)C.[Cl-].[NH4+]. The catalyst is O1CCCC1. The product is [CH2:1]([C:5]1[N:10]2[N:11]=[CH:12][CH:13]=[C:9]2[N:8]([C@H:14]2[CH2:15][CH2:16][C@H:17]([O:20][CH2:21][CH:22]([OH:23])[CH3:44])[CH2:18][CH2:19]2)[C:7](=[O:28])[C:6]=1[CH2:29][C:30]1[CH:35]=[CH:34][C:33]([C:36]2[C:37]([C:42]#[N:43])=[CH:38][CH:39]=[CH:40][CH:41]=2)=[CH:32][CH:31]=1)[CH2:2][CH2:3][CH3:4]. The yield is 0.980. (3) The reactants are [C:1]([O:5][C:6](=[O:16])[NH:7][CH2:8][CH2:9][C:10](=[O:15])NCOC)([CH3:4])([CH3:3])[CH3:2].[CH3:17][Mg+].[Br-].OS([O-])(=O)=O.[K+]. The catalyst is C1COCC1.CCOC(C)=O. The product is [C:1]([O:5][C:6](=[O:16])[NH:7][CH2:8][CH2:9][C:10](=[O:15])[CH3:17])([CH3:2])([CH3:3])[CH3:4]. The yield is 0.200. (4) The reactants are Br[C:2]1[CH:7]=[CH:6][C:5]([C:8]2[NH:12][C:11]([C@@H:13]3[CH2:25][N:23]4[C:24]5[CH:16]([C@@H:17]([NH:26][C:27](=[O:30])[O:28][CH3:29])[CH2:18][CH2:19][C:20]=5[CH:21]=[CH:22]4)[C:15](=[O:31])[CH2:14]3)=[N:10][CH:9]=2)=[C:4]([F:32])[CH:3]=1.[CH3:33][CH:34]([CH3:68])[C@H:35]([NH:63][C:64](=[O:67])[O:65][CH3:66])[C:36](=[O:62])[N:37]1[CH2:41][CH2:40][CH2:39][C@H:38]1[C:42]1[NH:43][CH:44]=[C:45]([C:47]2[CH:52]=[CH:51][C:50](B3OC(C)(C)C(C)(C)O3)=[CH:49][CH:48]=2)[N:46]=1.C([O-])(O)=O.[Na+].O. The catalyst is C(O)(C)(C)C.C1C=CC(P(C2C=CC=CC=2)[C-]2C=CC=C2)=CC=1.C1C=CC(P(C2C=CC=CC=2)[C-]2C=CC=C2)=CC=1.Cl[Pd]Cl.[Fe+2]. The product is [CH3:29][O:28][C:27](=[O:30])[NH:26][C@@H:17]1[CH:16]2[C:15](=[O:31])[CH2:14][C@H:13]([C:11]3[NH:12][C:8]([C:5]4[CH:6]=[CH:7][C:2]([C:50]5[CH:51]=[CH:52][C:47]([C:45]6[N:46]=[C:42]([C@@H:38]7[CH2:39][CH2:40][CH2:41][N:37]7[C:36](=[O:62])[C@@H:35]([NH:63][C:64]([O:65][CH3:66])=[O:67])[CH:34]([CH3:68])[CH3:33])[NH:43][CH:44]=6)=[CH:48][CH:49]=5)=[CH:3][C:4]=4[F:32])=[CH:9][N:10]=3)[CH2:25][N:23]3[C:24]2=[C:20]([CH:21]=[CH:22]3)[CH2:19][CH2:18]1. The yield is 0.440. (5) The reactants are [Cl:1][C:2]1[N:7]=[CH:6][C:5]([C:8]2[CH:17]=[CH:16][C:11]3[N:12]=[C:13]([NH2:15])[S:14][C:10]=3[CH:9]=2)=[CH:4][C:3]=1[NH:18][CH:19]([CH3:21])[CH3:20].CN(C(ON1N=NC2C=CC=NC1=2)=[N+](C)C)C.F[P-](F)(F)(F)(F)F.C(N(C(C)C)CC)(C)C.Cl.[N:56]1[CH:61]=[CH:60][CH:59]=[CH:58][C:57]=1[CH2:62][C:63](O)=[O:64]. The catalyst is C(Cl)Cl. The product is [Cl:1][C:2]1[N:7]=[CH:6][C:5]([C:8]2[CH:17]=[CH:16][C:11]3[N:12]=[C:13]([NH:15][C:63](=[O:64])[CH2:62][C:57]4[CH:58]=[CH:59][CH:60]=[CH:61][N:56]=4)[S:14][C:10]=3[CH:9]=2)=[CH:4][C:3]=1[NH:18][CH:19]([CH3:21])[CH3:20]. The yield is 0.340. (6) The reactants are Cl[C:2]1[CH:7]=[CH:6][C:5]([CH3:8])=[CH:4][CH:3]=1.[C:9]1(B(O)O)[CH:14]=[CH:13]C=[CH:11][CH:10]=1.[F-].[Cs+].O1CCOC[CH2:21]1. The catalyst is CC([O-])=O.CC([O-])=O.[Pd+2].C1(P(C2C=CC=CC=2)C2[C-](N(C)C)C=CC=2)C=CC=CC=1.[CH-]1C=CC=C1.[Fe+2]. The product is [CH3:21][C:2]1[CH:7]=[CH:6][C:5]([C:8]2[CH:13]=[CH:14][CH:9]=[CH:10][CH:11]=2)=[CH:4][CH:3]=1. The yield is 0.560. (7) The reactants are [Mg].[CH3:2]I.COC(=O)[CH2:7][C:8]1[C:13]([CH3:14])=[CH:12][C:11]([CH3:15])=[CH:10][C:9]=1[CH3:16].C([O:20][CH2:21][CH3:22])C. No catalyst specified. The product is [CH3:2][C:21]([OH:20])([CH3:22])[CH2:7][C:8]1[C:13]([CH3:14])=[CH:12][C:11]([CH3:15])=[CH:10][C:9]=1[CH3:16]. The yield is 0.790.